Dataset: Full USPTO retrosynthesis dataset with 1.9M reactions from patents (1976-2016). Task: Predict the reactants needed to synthesize the given product. (1) Given the product [Cl:1][C:2]1[CH:7]=[C:6]([O:8][C:9]2[C:18]3[C:13](=[CH:14][C:15]([O:21][CH2:47][CH2:48][N:49]4[CH:53]=[CH:52][N:51]=[N:50]4)=[C:16]([O:19][CH3:20])[CH:17]=3)[N:12]=[CH:11][N:10]=2)[CH:5]=[CH:4][C:3]=1[NH:22][C:23](=[O:29])[N:24]([CH2:27][CH3:28])[CH2:25][CH3:26], predict the reactants needed to synthesize it. The reactants are: [Cl:1][C:2]1[CH:7]=[C:6]([O:8][C:9]2[C:18]3[C:13](=[CH:14][C:15]([OH:21])=[C:16]([O:19][CH3:20])[CH:17]=3)[N:12]=[CH:11][N:10]=2)[CH:5]=[CH:4][C:3]=1[NH:22][C:23](=[O:29])[N:24]([CH2:27][CH3:28])[CH2:25][CH3:26].C(=O)([O-])[O-].[K+].[K+].CC1C=CC(S(O[CH2:47][CH2:48][N:49]2[CH:53]=[CH:52][N:51]=[N:50]2)(=O)=O)=CC=1.ClC(Cl)(OC(=O)OC(Cl)(Cl)Cl)Cl.C(NCC)C.C(=O)([O-])O.[Na+]. (2) Given the product [C:13]([OH:14])(=[O:25])[CH3:12].[NH2:16][CH2:17][C:18]1[CH:23]=[CH:22][C:21]([C:2]2[N:6]3[N:7]=[C:8]([NH:11][CH2:12][CH2:13][O:14][CH3:15])[CH:9]=[CH:10][C:5]3=[N:4][CH:3]=2)=[CH:20][CH:19]=1, predict the reactants needed to synthesize it. The reactants are: Br[C:2]1[N:6]2[N:7]=[C:8]([NH:11][CH2:12][CH2:13][O:14][CH3:15])[CH:9]=[CH:10][C:5]2=[N:4][CH:3]=1.[NH2:16][CH2:17][C:18]1[CH:23]=[CH:22][C:21](B(O)[OH:25])=[CH:20][CH:19]=1.P([O-])([O-])([O-])=O.[K+].[K+].[K+]. (3) Given the product [OH:1][CH:2]([CH2:29][OH:30])[CH2:3][NH:4][C:5]1[CH:12]=[C:11]([N:13]2[C:21]3[CH2:20][C:19]([CH3:22])([CH3:23])[CH2:18][C:17](=[O:24])[C:16]=3[C:15]([C:25]([F:27])([F:28])[F:26])=[N:14]2)[CH:10]=[CH:9][C:6]=1[C:7]([NH2:8])=[O:31], predict the reactants needed to synthesize it. The reactants are: [OH:1][CH:2]([CH2:29][OH:30])[CH2:3][NH:4][C:5]1[CH:12]=[C:11]([N:13]2[C:21]3[CH2:20][C:19]([CH3:23])([CH3:22])[CH2:18][C:17](=[O:24])[C:16]=3[C:15]([C:25]([F:28])([F:27])[F:26])=[N:14]2)[CH:10]=[CH:9][C:6]=1[C:7]#[N:8].[OH-:31].[Na+].OO.